From a dataset of Forward reaction prediction with 1.9M reactions from USPTO patents (1976-2016). Predict the product of the given reaction. (1) Given the reactants Br[C:2]1[CH:3]=[CH:4][C:5](=[O:11])[N:6]([CH:8]([CH3:10])[CH3:9])[CH:7]=1.C([O-])([O-])=O.[K+].[K+].Cl.[CH:19]([O:21]CCCC)=[CH2:20], predict the reaction product. The product is: [C:19]([C:2]1[CH:3]=[CH:4][C:5](=[O:11])[N:6]([CH:8]([CH3:10])[CH3:9])[CH:7]=1)(=[O:21])[CH3:20]. (2) The product is: [CH3:15][O:14][C:12](=[O:13])[C:11]([NH:6][C:5]1[CH:7]=[CH:8][C:2]([Cl:1])=[C:3]([CH3:9])[CH:4]=1)=[O:16]. Given the reactants [Cl:1][C:2]1[CH:8]=[CH:7][C:5]([NH2:6])=[CH:4][C:3]=1[CH3:9].Cl[C:11](=[O:16])[C:12]([O:14][CH3:15])=[O:13], predict the reaction product. (3) Given the reactants Br[C:2]1[CH:7]=[CH:6][C:5]([O:8][CH3:9])=[CH:4][C:3]=1[O:10][CH3:11].C([Li])CCC.C([O:20][B:21](OC(C)C)[O:22]C(C)C)(C)C.Cl, predict the reaction product. The product is: [CH3:11][O:10][C:3]1[CH:4]=[C:5]([O:8][CH3:9])[CH:6]=[CH:7][C:2]=1[B:21]([OH:22])[OH:20]. (4) Given the reactants [CH3:1][O:2][C:3]([C:5]1[N:6]=[CH:7][NH:8][CH:9]=1)=[O:4].C([O-])([O-])=O.[K+].[K+].[CH3:16][Si:17]([CH2:20][CH2:21][O:22][CH2:23]Cl)([CH3:19])[CH3:18].CN(C=O)C, predict the reaction product. The product is: [CH3:1][O:2][C:3]([C:5]1[N:6]=[CH:7][N:8]([CH2:23][O:22][CH2:21][CH2:20][Si:17]([CH3:19])([CH3:18])[CH3:16])[CH:9]=1)=[O:4]. (5) The product is: [C:12]([NH:1][C:2]1[N:7]=[C:6]([NH:8][C:25](=[O:24])[CH:26]=[CH2:27])[CH:5]=[C:4]([O:9][CH2:10][CH3:11])[N:3]=1)(=[O:15])[CH:13]=[CH2:14]. Given the reactants [NH2:1][C:2]1[N:7]=[C:6]([NH2:8])[CH:5]=[C:4]([O:9][CH2:10][CH3:11])[N:3]=1.[C:12](Cl)(=[O:15])[CH:13]=[CH2:14].C(N(CC)CC)C.[O:24]1C[CH2:27][CH2:26][CH2:25]1, predict the reaction product. (6) Given the reactants [F:1][C:2]1[C:3]([C:32]2[S:36][C:35]([C:37]3([OH:41])[CH2:40][CH2:39][CH2:38]3)=[N:34][CH:33]=2)=[C:4]2[CH:10]=[C:9]([C:11]3[CH:12]=[N:13][N:14]([CH2:16][C:17]([O:19]CC)=[O:18])[CH:15]=3)[N:8](S(C3C=CC(C)=CC=3)(=O)=O)[C:5]2=[N:6][CH:7]=1.[OH-].[Na+], predict the reaction product. The product is: [F:1][C:2]1[C:3]([C:32]2[S:36][C:35]([C:37]3([OH:41])[CH2:38][CH2:39][CH2:40]3)=[N:34][CH:33]=2)=[C:4]2[CH:10]=[C:9]([C:11]3[CH:12]=[N:13][N:14]([CH2:16][C:17]([OH:19])=[O:18])[CH:15]=3)[NH:8][C:5]2=[N:6][CH:7]=1. (7) Given the reactants [CH:1](NC(C)C)(C)C.C([Li])CCC.C[Si](C=[N+]=[N-])(C)C.[NH2:20][C:21]1[C:26]([CH:27]=O)=[CH:25][CH:24]=[C:23]([CH3:29])[N:22]=1.C(O)(=O)C, predict the reaction product. The product is: [C:27]([C:26]1[C:21]([NH2:20])=[N:22][C:23]([CH3:29])=[CH:24][CH:25]=1)#[CH:1]. (8) Given the reactants [NH2:1][C:2]1[CH:23]=[CH:22][C:5]([O:6][C:7]2[CH:8]=[CH:9][C:10]3[N:11]([CH:13]=[C:14]([NH:16][C:17]([CH:19]4[CH2:21][CH2:20]4)=[O:18])[N:15]=3)[CH:12]=2)=[C:4]([F:24])[CH:3]=1.[F:25][C:26]1[CH:31]=[CH:30][C:29]([N:32]2[C:37]([C:38]([F:41])([F:40])[F:39])=[CH:36][CH:35]=[C:34]([C:42](O)=[O:43])[C:33]2=[O:45])=[CH:28][CH:27]=1.C(N(CC)C(C)C)(C)C.CN(C(ON1N=NC2C=CC=NC1=2)=[N+](C)C)C.F[P-](F)(F)(F)(F)F.C(=O)([O-])O.[Na+], predict the reaction product. The product is: [CH:19]1([C:17]([NH:16][C:14]2[N:15]=[C:10]3[CH:9]=[CH:8][C:7]([O:6][C:5]4[CH:22]=[CH:23][C:2]([NH:1][C:42]([C:34]5[C:33](=[O:45])[N:32]([C:29]6[CH:28]=[CH:27][C:26]([F:25])=[CH:31][CH:30]=6)[C:37]([C:38]([F:41])([F:39])[F:40])=[CH:36][CH:35]=5)=[O:43])=[CH:3][C:4]=4[F:24])=[CH:12][N:11]3[CH:13]=2)=[O:18])[CH2:21][CH2:20]1.